The task is: Predict which catalyst facilitates the given reaction.. This data is from Catalyst prediction with 721,799 reactions and 888 catalyst types from USPTO. (1) Reactant: [F:1][C:2]1C(C#N)=[CH:6][CH:5]=[CH:4][C:3]=1[C:10]1[CH:15]=[CH:14][CH:13]=[CH:12][CH:11]=1.[OH-:16].[Na+].[CH3:18][CH2:19][OH:20]. Product: [F:1][C:2]1[C:18]([C:19]([OH:16])=[O:20])=[CH:6][CH:5]=[CH:4][C:3]=1[C:10]1[CH:15]=[CH:14][CH:13]=[CH:12][CH:11]=1. The catalyst class is: 6. (2) Reactant: Br[CH2:2][C:3]([O:5][CH3:6])=[O:4].[CH3:7][C:8]1[CH:13]=[C:12]([N+:14]([O-:16])=[O:15])[CH:11]=[CH:10][C:9]=1[OH:17].C([O-])([O-])=O.[Cs+].[Cs+]. Product: [CH3:6][O:5][C:3](=[O:4])[CH2:2][O:17][C:9]1[CH:10]=[CH:11][C:12]([N+:14]([O-:16])=[O:15])=[CH:13][C:8]=1[CH3:7]. The catalyst class is: 10. (3) Reactant: [C:1]([C:3]1[C:4]([C:20]([F:23])([F:22])[F:21])=[C:5]2[C:9](=[CH:10][CH:11]=1)[N:8]([CH2:12][C:13](=[NH:16])[NH:14][OH:15])[C:7]([CH2:17][CH2:18][CH3:19])=[CH:6]2)#[N:2].[Cl:24][C:25]1[C:30]([C:31](Cl)=O)=[CH:29][CH:28]=[CH:27][N:26]=1.C(N(CC)CC)C. Product: [Cl:24][C:25]1[C:30]([C:31]2[O:15][N:14]=[C:13]([CH2:12][N:8]3[C:9]4[C:5](=[C:4]([C:20]([F:22])([F:23])[F:21])[C:3]([C:1]#[N:2])=[CH:11][CH:10]=4)[CH:6]=[C:7]3[CH2:17][CH2:18][CH3:19])[N:16]=2)=[CH:29][CH:28]=[CH:27][N:26]=1. The catalyst class is: 10. (4) The catalyst class is: 55. Product: [Cl:8][CH2:9][CH2:10][CH2:11][C:13]1[CH:22]=[CH:21][C:16]2[NH:17][C:18](=[O:20])[S:19][C:15]=2[CH:14]=1. Reactant: C([SiH](CC)CC)C.[Cl:8][CH2:9][CH2:10][C:11]([C:13]1[CH:22]=[CH:21][C:16]2[NH:17][C:18](=[O:20])[S:19][C:15]=2[CH:14]=1)=O. (5) Reactant: [OH:1][C@H:2]1[CH2:7][CH2:6][CH2:5][CH2:4][C@@H:3]1[N:8]1[C:12]([C:13]2[CH:18]=[CH:17][CH:16]=[CH:15][CH:14]=2)=[C:11]([C:19]([O:21][CH2:22][CH3:23])=[O:20])[N:10]=[CH:9]1.[CH3:24][S:25](Cl)(=[O:27])=[O:26]. Product: [CH3:24][S:25]([O:1][C@H:2]1[CH2:7][CH2:6][CH2:5][CH2:4][C@@H:3]1[N:8]1[C:12]([C:13]2[CH:18]=[CH:17][CH:16]=[CH:15][CH:14]=2)=[C:11]([C:19]([O:21][CH2:22][CH3:23])=[O:20])[N:10]=[CH:9]1)(=[O:27])=[O:26]. The catalyst class is: 17. (6) Reactant: [C:1]([C:3]1[C:4]([NH2:10])=[N:5][C:6]([NH2:9])=[CH:7][CH:8]=1)#[CH:2].[CH2:11]([C:18]1[N:23]=[CH:22][C:21]([CH2:24][C:25](Cl)=[N:26][OH:27])=[CH:20][CH:19]=1)[C:12]1[CH:17]=[CH:16][CH:15]=[CH:14][CH:13]=1.C(N(CC)CC)C. Product: [CH2:11]([C:18]1[N:23]=[CH:22][C:21]([CH2:24][C:25]2[CH:2]=[C:1]([C:3]3[C:4]([NH2:10])=[N:5][C:6]([NH2:9])=[CH:7][CH:8]=3)[O:27][N:26]=2)=[CH:20][CH:19]=1)[C:12]1[CH:13]=[CH:14][CH:15]=[CH:16][CH:17]=1. The catalyst class is: 7. (7) The catalyst class is: 23. Product: [N+:12]([C:7]1[CH:8]=[CH:9][CH:10]=[C:11]2[C:6]=1[N:5]=[CH:4][CH:3]=[C:2]2[O:23][C:19]1[CH:20]=[CH:21][CH:22]=[C:17]([C:16]([F:15])([F:24])[F:25])[CH:18]=1)([O-:14])=[O:13]. Reactant: Cl[C:2]1[C:11]2[C:6](=[C:7]([N+:12]([O-:14])=[O:13])[CH:8]=[CH:9][CH:10]=2)[N:5]=[CH:4][CH:3]=1.[F:15][C:16]([F:25])([F:24])[C:17]1[CH:18]=[C:19]([OH:23])[CH:20]=[CH:21][CH:22]=1.C([O-])([O-])=O.[K+].[K+].